This data is from Forward reaction prediction with 1.9M reactions from USPTO patents (1976-2016). The task is: Predict the product of the given reaction. (1) Given the reactants [C:1]([C:3]1[CH:4]=[CH:5][C:6]2[O:10][C:9]([C:11](O)=[O:12])=[C:8]([CH3:14])[C:7]=2[CH:15]=1)#[N:2].C(Cl)(=O)C(Cl)=O.[H-].C(O[Al](OCC(C)C)OCC(C)C)C(C)C.[Li+].Cl, predict the reaction product. The product is: [CH:11]([C:9]1[O:10][C:6]2[CH:5]=[CH:4][C:3]([C:1]#[N:2])=[CH:15][C:7]=2[C:8]=1[CH3:14])=[O:12]. (2) The product is: [F:13][C:10]1[C:9]([C:14]2[N:19]=[C:18]([CH3:20])[N:17]=[C:16]([N:21]([CH2:22][C:23]3[CH:28]=[CH:27][C:26]([O:29][CH3:30])=[CH:25][CH:24]=3)[CH2:31][C:32]3[CH:37]=[CH:36][C:35]([O:38][CH3:39])=[CH:34][CH:33]=3)[N:15]=2)=[CH:8][C:7]([CH:4]2[CH2:5][CH2:6][O:1][CH2:2][CH2:3]2)=[CH:12][N:11]=1. Given the reactants [O:1]1[CH2:6][CH:5]=[C:4]([C:7]2[CH:8]=[C:9]([C:14]3[N:19]=[C:18]([CH3:20])[N:17]=[C:16]([N:21]([CH2:31][C:32]4[CH:37]=[CH:36][C:35]([O:38][CH3:39])=[CH:34][CH:33]=4)[CH2:22][C:23]4[CH:28]=[CH:27][C:26]([O:29][CH3:30])=[CH:25][CH:24]=4)[N:15]=3)[C:10]([F:13])=[N:11][CH:12]=2)[CH2:3][CH2:2]1.[H][H], predict the reaction product.